Dataset: Forward reaction prediction with 1.9M reactions from USPTO patents (1976-2016). Task: Predict the product of the given reaction. (1) Given the reactants [Cl:1][C:2]1[CH:7]=[CH:6][C:5]([CH:8]([C:27]2[CH:32]=[CH:31][C:30]([Cl:33])=[CH:29][CH:28]=2)[N:9]2[CH2:12][C:11](=[CH:13][S:14]([CH2:17][C:18]3[CH:19]=[C:20]([CH:24]=[CH:25][CH:26]=3)[C:21](O)=[O:22])(=[O:16])=[O:15])[CH2:10]2)=[CH:4][CH:3]=1.Cl.[NH2:35][CH2:36][CH:37]1[CH2:39][CH2:38]1, predict the reaction product. The product is: [Cl:1][C:2]1[CH:3]=[CH:4][C:5]([CH:8]([C:27]2[CH:28]=[CH:29][C:30]([Cl:33])=[CH:31][CH:32]=2)[N:9]2[CH2:12][C:11](=[CH:13][S:14]([CH2:17][C:18]3[CH:19]=[C:20]([CH:24]=[CH:25][CH:26]=3)[C:21]([NH:35][CH2:36][CH:37]3[CH2:39][CH2:38]3)=[O:22])(=[O:16])=[O:15])[CH2:10]2)=[CH:6][CH:7]=1. (2) Given the reactants C(OC([NH:8][C:9]1[CH:10]=[CH:11][C:12]2[N:16]=[CH:15][N:14]([C:17]3[S:21][C:20]([C:22]([O:24][CH3:25])=[O:23])=[C:19]([O:26][CH:27]([C:29]4[CH:34]=[CH:33][CH:32]=[CH:31][C:30]=4[Cl:35])[CH3:28])[CH:18]=3)[C:13]=2[CH:36]=1)=O)(C)(C)C.C(OC([NH:44][C:45]1[CH:72]=[CH:71][C:48]2[N:49]([C:52]3[S:56][C:55]([C:57]([O:59][CH3:60])=[O:58])=[C:54]([O:61][CH:62]([C:64]4[CH:69]=[CH:68][CH:67]=[CH:66][C:65]=4[Cl:70])[CH3:63])[CH:53]=3)[CH:50]=[N:51][C:47]=2[CH:46]=1)=O)(C)(C)C.FC(F)(F)C(O)=O, predict the reaction product. The product is: [NH2:8][C:9]1[CH:10]=[CH:11][C:12]2[N:16]=[CH:15][N:14]([C:17]3[S:21][C:20]([C:22]([O:24][CH3:25])=[O:23])=[C:19]([O:26][CH:27]([C:29]4[CH:34]=[CH:33][CH:32]=[CH:31][C:30]=4[Cl:35])[CH3:28])[CH:18]=3)[C:13]=2[CH:36]=1.[NH2:44][C:45]1[CH:72]=[CH:71][C:48]2[N:49]([C:52]3[S:56][C:55]([C:57]([O:59][CH3:60])=[O:58])=[C:54]([O:61][CH:62]([C:64]4[CH:69]=[CH:68][CH:67]=[CH:66][C:65]=4[Cl:70])[CH3:63])[CH:53]=3)[CH:50]=[N:51][C:47]=2[CH:46]=1. (3) Given the reactants [CH:1]1([N:6]2[CH2:12][C:11]([F:14])([F:13])[C:10](=O)[N:9]([CH3:16])[C:8]3[CH:17]=[N:18][C:19]([NH:21][C:22]4[CH:30]=[CH:29][C:25]([C:26](O)=[O:27])=[CH:24][C:23]=4[O:31][CH3:32])=[N:20][C:7]2=3)[CH2:5][CH2:4][CH2:3][CH2:2]1.B.CSC, predict the reaction product. The product is: [CH:1]1([N:6]2[CH2:12][C:11]([F:13])([F:14])[CH2:10][N:9]([CH3:16])[C:8]3[CH:17]=[N:18][C:19]([NH:21][C:22]4[CH:30]=[CH:29][C:25]([CH2:26][OH:27])=[CH:24][C:23]=4[O:31][CH3:32])=[N:20][C:7]2=3)[CH2:5][CH2:4][CH2:3][CH2:2]1. (4) Given the reactants Br[C:2]1[CH:3]=[CH:4][C:5]([Cl:24])=[C:6]([CH:23]=1)[CH2:7][C:8]1[CH:22]=[CH:21][C:11]([O:12][CH2:13][CH2:14][O:15][C@H:16]2[CH2:20][CH2:19][O:18][CH2:17]2)=[CH:10][CH:9]=1.[CH2:25]([Li])CCC.C[Si](C)(C)[O:32][C@@H:33]1[C@@H:38]([O:39][Si](C)(C)C)[C@H:37]([O:44][Si](C)(C)C)[C@@H:36]([CH2:49][O:50][Si](C)(C)C)[O:35][C:34]1=[O:55].CS(O)(=O)=O, predict the reaction product. The product is: [Cl:24][C:5]1[CH:4]=[CH:3][C:2]([C:34]2([O:55][CH3:25])[C@H:33]([OH:32])[C@@H:38]([OH:39])[C@H:37]([OH:44])[C@@H:36]([CH2:49][OH:50])[O:35]2)=[CH:23][C:6]=1[CH2:7][C:8]1[CH:22]=[CH:21][C:11]([O:12][CH2:13][CH2:14][O:15][C@H:16]2[CH2:20][CH2:19][O:18][CH2:17]2)=[CH:10][CH:9]=1. (5) Given the reactants [Cl:1][C:2]1[CH:3]=[CH:4][C:5]([C:15](OC)=[O:16])=[N:6][C:7]=1[C:8]1[C:12]([CH3:14])([CH3:13])[CH2:11][CH2:10][CH:9]=1.CC(C[AlH]CC(C)C)C, predict the reaction product. The product is: [Cl:1][C:2]1[CH:3]=[CH:4][C:5]([CH:15]=[O:16])=[N:6][C:7]=1[C:8]1[C:12]([CH3:13])([CH3:14])[CH2:11][CH2:10][CH:9]=1. (6) The product is: [CH2:11]([C:12]1[CH:13]=[CH:14][NH:31][N:30]=1)[CH3:10].[CH2:8]1[O:16][C:15]2[C:10](=[C:11]([S:17]([NH:20][C:21]([O:22][C:33]([CH3:34])([CH3:37])[CH3:32])=[O:24])(=[O:18])=[O:19])[CH:12]=[CH:13][CH:14]=2)[O:9]1. Given the reactants C([CH:8]1[O:16][C:15]2[C:10](=[C:11]([S:17]([NH2:20])(=[O:19])=[O:18])[CH:12]=[CH:13][CH:14]=2)[O:9]1)(OC(C)(C)C)=O.[C:21](=[O:24])([O-])[O-:22].[Cs+].[Cs+].ClCC[N:30]1[CH:34]=[CH:33][CH:32]=[N:31]1.[I-].[Na+].[CH3:37]C(C)=O, predict the reaction product.